From a dataset of Full USPTO retrosynthesis dataset with 1.9M reactions from patents (1976-2016). Predict the reactants needed to synthesize the given product. (1) Given the product [CH3:1][NH:2][C:3]1[C:8]([NH:9][C:24](=[O:25])[C:23]2[CH:27]=[CH:28][CH:29]=[CH:30][C:22]=2[S:21][CH2:19][CH3:20])=[CH:7][C:6]([C:10]([F:13])([F:11])[F:12])=[CH:5][N:4]=1, predict the reactants needed to synthesize it. The reactants are: [CH3:1][NH:2][C:3]1[C:8]([NH2:9])=[CH:7][C:6]([C:10]([F:13])([F:12])[F:11])=[CH:5][N:4]=1.C1COCC1.[CH2:19]([S:21][C:22]1[CH:30]=[CH:29][CH:28]=[CH:27][C:23]=1[C:24](Cl)=[O:25])[CH3:20].C(=O)([O-])O.[Na+]. (2) Given the product [C:11]1([C:10]([O:17][CH2:19][C:20]2[CH:25]=[CH:24][CH:23]=[CH:22][CH:21]=2)=[C:7]2[NH:6][C:5](=[S:18])[N:4]([CH2:1][CH:2]=[CH2:3])[C:8]2=[O:9])[CH:16]=[CH:15][CH:14]=[CH:13][CH:12]=1, predict the reactants needed to synthesize it. The reactants are: [CH2:1]([N:4]1[C:8](=[O:9])[CH:7]([C:10](=[O:17])[C:11]2[CH:16]=[CH:15][CH:14]=[CH:13][CH:12]=2)[NH:6][C:5]1=[S:18])[CH:2]=[CH2:3].[CH2:19](Cl)[C:20]1[CH:25]=[CH:24][CH:23]=[CH:22][CH:21]=1.CC(C)([O-])C.[K+]. (3) Given the product [OH:8][CH2:7][CH2:6][CH2:5][CH2:4][CH2:3][C:2](=[O:1])[CH3:9], predict the reactants needed to synthesize it. The reactants are: [O:1]=[C:2]([CH3:9])[CH2:3][CH2:4][CH2:5][CH2:6][CH:7]=[O:8]. (4) Given the product [Cl:28][C:29]1[CH:36]=[CH:35][C:32]([CH:33]([OH:34])[CH2:27][C:24]2[N:23]=[N:22][C:21]([C:15]3[C:14]([F:13])=[CH:19][CH:18]=[CH:17][C:16]=3[F:20])=[N:26][CH:25]=2)=[CH:31][CH:30]=1, predict the reactants needed to synthesize it. The reactants are: C([Li])CCC.C(NC(C)C)(C)C.[F:13][C:14]1[CH:19]=[CH:18][CH:17]=[C:16]([F:20])[C:15]=1[C:21]1[N:22]=[N:23][C:24]([CH3:27])=[CH:25][N:26]=1.[Cl:28][C:29]1[CH:36]=[CH:35][C:32]([CH:33]=[O:34])=[CH:31][CH:30]=1. (5) The reactants are: [NH2:1][NH:2][C:3]([C:5]1[CH:10]=[CH:9][C:8]([C:11]([F:14])([F:13])[F:12])=[CH:7][N:6]=1)=[NH:4].[C:15]([C:19]1[CH:20]=[CH:21][C:22]([OH:27])=[C:23]([CH:26]=1)[CH:24]=O)([CH3:18])([CH3:17])[CH3:16]. Given the product [C:15]([C:19]1[CH:20]=[CH:21][C:22]([OH:27])=[C:23]([C:24]2[NH:1][N:2]=[C:3]([C:5]3[CH:10]=[CH:9][C:8]([C:11]([F:12])([F:13])[F:14])=[CH:7][N:6]=3)[N:4]=2)[CH:26]=1)([CH3:18])([CH3:17])[CH3:16], predict the reactants needed to synthesize it.